Task: Predict the reaction yield, written as a fraction of the theoretical maximum amount of product (1.0 means a 100% yield; for example, 0.34 means a 34% yield).. Dataset: Reaction yield outcomes from USPTO patents with 853,638 reactions (1) The reactants are [ClH:1].C([O:15][C:16]([C:18]1[N:19]2[C@H:22]([S:23][CH2:24][C:25]=1[CH2:26]SCCNC1C3C(=CC(Cl)=CC=3)N=CC=1)[C@H:21]([NH:42]C(OC(C)(C)C)=O)[C:20]2=[O:50])=[O:17])(C1C=CC=CC=1)C1C=CC=CC=1. The catalyst is C(O)=O. The product is [NH2:42][C@@H:21]1[C:20](=[O:50])[N:19]2[C@@H:22]1[S:23][CH2:24][C:25]([CH2:26][Cl:1])=[C:18]2[C:16]([OH:15])=[O:17]. The yield is 0.820. (2) The reactants are [Br:1][C:2]1[CH:3]=[C:4]([CH2:10][C:11]([OH:13])=[O:12])[CH:5]=[CH:6][C:7]=1[O:8]C.B(Br)(Br)Br. The catalyst is ClCCl. The product is [Br:1][C:2]1[CH:3]=[C:4]([CH2:10][C:11]([OH:13])=[O:12])[CH:5]=[CH:6][C:7]=1[OH:8]. The yield is 0.920.